This data is from Full USPTO retrosynthesis dataset with 1.9M reactions from patents (1976-2016). The task is: Predict the reactants needed to synthesize the given product. (1) The reactants are: [Br:1][C:2]1[CH:7]=[CH:6][C:5]([N:8]([C:16]2[CH:21]=[CH:20][C:19](Br)=[CH:18][CH:17]=2)[C:9]2[CH:14]=[CH:13][C:12]([Br:15])=[CH:11][CH:10]=2)=[CH:4][CH:3]=1.[Li][CH2:24][CH2:25][CH2:26][CH3:27].C1C[O:31]CC1. Given the product [Br:15][C:12]1[CH:11]=[CH:10][C:9]([N:8]([C:5]2[CH:6]=[CH:7][C:2]([Br:1])=[CH:3][CH:4]=2)[C:16]2[CH:17]=[CH:18][C:19]([C:25]([OH:31])([CH2:26][CH3:27])[CH3:24])=[CH:20][CH:21]=2)=[CH:14][CH:13]=1, predict the reactants needed to synthesize it. (2) Given the product [NH2:1][C:2]1[N:7]=[CH:6][N:5]=[C:4]2[N:8]([CH:12]([C:14]3[O:15][C:16]4[C:21]([C:22](=[O:31])[C:23]=3[C:24]3[CH:29]=[CH:28][CH:27]=[C:26]([F:30])[CH:25]=3)=[CH:20][CH:19]=[CH:18][CH:17]=4)[CH3:13])[N:9]=[C:10]([C:39]3[CH:40]=[CH:41][C:36]([NH:35][C:32](=[O:34])[CH3:33])=[CH:37][CH:38]=3)[C:3]=12, predict the reactants needed to synthesize it. The reactants are: [NH2:1][C:2]1[N:7]=[CH:6][N:5]=[C:4]2[N:8]([CH:12]([C:14]3[O:15][C:16]4[C:21]([C:22](=[O:31])[C:23]=3[C:24]3[CH:29]=[CH:28][CH:27]=[C:26]([F:30])[CH:25]=3)=[CH:20][CH:19]=[CH:18][CH:17]=4)[CH3:13])[N:9]=[C:10](I)[C:3]=12.[C:32]([NH:35][C:36]1[CH:41]=[CH:40][C:39](B(O)O)=[CH:38][CH:37]=1)(=[O:34])[CH3:33].C(=O)([O-])[O-].[Na+].[Na+].ClCCl.